Dataset: Peptide-MHC class II binding affinity with 134,281 pairs from IEDB. Task: Regression. Given a peptide amino acid sequence and an MHC pseudo amino acid sequence, predict their binding affinity value. This is MHC class II binding data. The peptide sequence is YDKFLANVSTVVTGK. The MHC is DRB1_0405 with pseudo-sequence DRB1_0405. The binding affinity (normalized) is 0.588.